From a dataset of Tyrosyl-DNA phosphodiesterase HTS with 341,365 compounds. Binary Classification. Given a drug SMILES string, predict its activity (active/inactive) in a high-throughput screening assay against a specified biological target. (1) The molecule is [O-][N+](=O)c1cc(ccc1)/C=N\n1cnnc1. The result is 0 (inactive). (2) The compound is c12c(c(c3c(c1C)cccc3)C)ccc1c2cccc1. The result is 0 (inactive). (3) The drug is O=C1N(N=C(C1)C)c1cc([N+]([O-])=O)ccc1. The result is 0 (inactive). (4) The drug is S(=O)(=O)(NCC1CCN(CC1)CCc1sccc1)c1cc([nH]c1)C(OC)=O. The result is 0 (inactive). (5) The molecule is O1CCN(CC1)C(=O)Cn1c2c(c(c1)C(=O)C(=O)NCCc1c(OC)cccc1)cccc2. The result is 0 (inactive).